Dataset: Reaction yield outcomes from USPTO patents with 853,638 reactions. Task: Predict the reaction yield, written as a fraction of the theoretical maximum amount of product (1.0 means a 100% yield; for example, 0.34 means a 34% yield). (1) No catalyst specified. The yield is 0.250. The product is [Br:1][C:2]1[CH:3]=[CH:4][C:5]2[C:11]3[S:12][C:13]([C:15]([N:29]([C:30]4[CH:35]=[CH:34][CH:33]=[CH:32][C:31]=4[Cl:36])[CH2:28][CH2:27][OH:26])=[O:17])=[CH:14][C:10]=3[CH2:9][CH2:8][O:7][C:6]=2[CH:18]=1. The reactants are [Br:1][C:2]1[CH:3]=[CH:4][C:5]2[C:11]3[S:12][C:13]([C:15]([OH:17])=O)=[CH:14][C:10]=3[CH2:9][CH2:8][O:7][C:6]=2[CH:18]=1.[Si]([O:26][CH2:27][CH2:28][NH:29][C:30]1[CH:35]=[CH:34][CH:33]=[CH:32][C:31]=1[Cl:36])(C(C)(C)C)(C)C. (2) The reactants are C1(C(=[N:14][C:15]([CH2:23][CH3:24])([CH2:21][CH3:22])[C:16]([O:18][CH2:19][CH3:20])=[O:17])C2C=CC=CC=2)C=CC=CC=1.Cl. The catalyst is C(OCC)C.C([O-])(O)=O.[Na+]. The product is [NH2:14][C:15]([CH2:21][CH3:22])([CH2:23][CH3:24])[C:16]([O:18][CH2:19][CH3:20])=[O:17]. The yield is 0.920. (3) The reactants are [H-].[Al+3].[Li+].[H-].[H-].[H-].C([O:9][C:10](=O)[CH2:11][CH2:12][C:13]1[CH:18]=[CH:17][CH:16]=[C:15]([CH2:19][CH2:20][C:21](OCC)=[O:22])[CH:14]=1)C. The catalyst is C1COCC1. The product is [OH:9][CH2:10][CH2:11][CH2:12][C:13]1[CH:14]=[C:15]([CH2:19][CH2:20][CH2:21][OH:22])[CH:16]=[CH:17][CH:18]=1. The yield is 0.810. (4) The catalyst is O1CCOCC1.CC([O-])=O.CC([O-])=O.[Pd+2]. The reactants are Br[C:2]1[CH:7]=[CH:6][C:5]([C:8]2[C:12]3[CH2:13][C:14]4[S:15][CH:16]=[CH:17][C:18]=4[C:11]=3[N:10]([CH2:19][O:20][CH2:21][CH2:22][Si:23]([CH3:26])([CH3:25])[CH3:24])[N:9]=2)=[CH:4][CH:3]=1.[C:27]([NH2:30])(=[O:29])[CH3:28].C([O-])([O-])=O.[Cs+].[Cs+].CC1(C)C2C(=C(P(C3C=CC=CC=3)C3C=CC=CC=3)C=CC=2)OC2C(P(C3C=CC=CC=3)C3C=CC=CC=3)=CC=CC1=2. The yield is 0.710. The product is [CH3:24][Si:23]([CH3:26])([CH3:25])[CH2:22][CH2:21][O:20][CH2:19][N:10]1[C:11]2[C:18]3[CH:17]=[CH:16][S:15][C:14]=3[CH2:13][C:12]=2[C:8]([C:5]2[CH:6]=[CH:7][C:2]([NH:30][C:27](=[O:29])[CH3:28])=[CH:3][CH:4]=2)=[N:9]1.